Dataset: Forward reaction prediction with 1.9M reactions from USPTO patents (1976-2016). Task: Predict the product of the given reaction. (1) Given the reactants C[O:2][C:3](=[O:21])[C:4]1[CH:9]=[CH:8][C:7]([CH3:10])=[C:6]([N:11]2[CH2:20][CH2:19][C:14]3([O:18][CH2:17][CH2:16][O:15]3)[CH2:13][CH2:12]2)[CH:5]=1.[OH-].[Li+], predict the reaction product. The product is: [O:15]1[C:14]2([CH2:19][CH2:20][N:11]([C:6]3[CH:5]=[C:4]([CH:9]=[CH:8][C:7]=3[CH3:10])[C:3]([OH:21])=[O:2])[CH2:12][CH2:13]2)[O:18][CH2:17][CH2:16]1. (2) Given the reactants [Cl:1][C:2]1[CH:9]=[CH:8][C:5]([CH2:6][OH:7])=[CH:4][C:3]=1[O:10][CH2:11][CH3:12], predict the reaction product. The product is: [Cl:1][C:2]1[CH:9]=[CH:8][C:5]([CH:6]=[O:7])=[CH:4][C:3]=1[O:10][CH2:11][CH3:12]. (3) Given the reactants C(OC(=O)[NH:7][CH2:8][C:9]([C:11]1[CH:20]=[CH:19][C:18]2[CH:17]([NH:21][C:22](=[O:42])[CH2:23][CH:24]3[CH2:28][CH2:27][CH2:26][N:25]3[S:29]([C:32]3[CH:37]=[CH:36][CH:35]=[C:34]([C:38]([F:41])([F:40])[F:39])[CH:33]=3)(=[O:31])=[O:30])[CH2:16][CH2:15][CH2:14][C:13]=2[CH:12]=1)=[CH2:10])(C)(C)C, predict the reaction product. The product is: [NH2:7][CH2:8][C:9]([C:11]1[CH:12]=[C:13]2[C:18](=[CH:19][CH:20]=1)[CH:17]([NH:21][C:22](=[O:42])[CH2:23][CH:24]1[CH2:28][CH2:27][CH2:26][N:25]1[S:29]([C:32]1[CH:37]=[CH:36][CH:35]=[C:34]([C:38]([F:41])([F:39])[F:40])[CH:33]=1)(=[O:31])=[O:30])[CH2:16][CH2:15][CH2:14]2)=[CH2:10]. (4) The product is: [C:40]1([C:21]2[CH:20]=[CH:19][C:18]([CH2:17][CH2:16][C:5]([CH3:33])([S:2]([CH3:1])(=[O:3])=[O:4])[C:6]([NH:8][O:9][CH:10]([O:11][CH3:49])[CH2:15][CH2:14][CH2:13][CH3:12])=[O:7])=[CH:23][CH:22]=2)[CH2:46][CH2:45][CH2:44][CH2:43][CH2:42][CH:41]=1. Given the reactants [CH3:1][S:2]([C:5]([CH3:33])([CH2:16][CH2:17][C:18]1[CH:23]=[CH:22][C:21](B2OC(C)(C)C(C)(C)O2)=[CH:20][CH:19]=1)[C:6]([NH:8][O:9][CH:10]1[CH2:15][CH2:14][CH2:13][CH2:12][O:11]1)=[O:7])(=[O:4])=[O:3].FC(F)(F)S(O[C:40]1[CH2:46][CH2:45][CH2:44][CH2:43][CH2:42][CH:41]=1)(=O)=O.[C:49](=O)([O-])[O-].[Na+].[Na+].O, predict the reaction product. (5) Given the reactants [C:1]1(=O)[CH2:11][CH2:10][CH2:9][CH2:8][CH2:7][CH2:6][CH2:5][CH2:4][CH2:3][NH:2]1.F[B-](F)(F)F.[CH3:18][O+:19]([CH3:21])C.C(=O)(O)[O-].[Na+], predict the reaction product. The product is: [CH3:18][O:19][C:21]1[CH2:3][CH2:4][CH2:5][CH2:6][CH2:7][CH2:8][CH2:9][CH2:10][CH2:11][CH2:1][N:2]=1. (6) The product is: [N:17]1[CH:18]=[CH:19][N:20]=[CH:21][C:16]=1[NH:15][C:13]([N:7]1[C@@H:8]2[CH2:12][N:11]([CH2:10][CH2:9]2)[C:5]2[CH:4]=[CH:3][C:2]([C:31]3[CH:36]=[CH:35][N:34]=[C:33]([C:37]([F:40])([F:39])[F:38])[N:32]=3)=[N:22][C:6]1=2)=[O:14]. Given the reactants Cl[C:2]1[CH:3]=[CH:4][C:5]2[N:11]3[CH2:12][C@H:8]([CH2:9][CH2:10]3)[N:7]([C:13]([NH:15][C:16]3[CH:21]=[N:20][CH:19]=[CH:18][N:17]=3)=[O:14])[C:6]=2[N:22]=1.CC1(C)C(C)(C)OB([C:31]2[CH:36]=[CH:35][N:34]=[C:33]([C:37]([F:40])([F:39])[F:38])[N:32]=2)O1.[O-]P([O-])([O-])=O.[K+].[K+].[K+].CC(C1C=C(C(C)C)C(C2C=CC=CC=2P(C2CCCCC2)C2CCCCC2)=C(C(C)C)C=1)C, predict the reaction product. (7) Given the reactants [CH3:1][N:2](C)C=O.Cl[C:7]1[CH:12]=[C:11]([C:13]2[CH:18]=[CH:17][CH:16]=[CH:15][CH:14]=2)[N:10]=[C:9]([CH:19]([CH3:21])[CH3:20])[N:8]=1, predict the reaction product. The product is: [CH:19]([C:9]1[N:8]=[C:7]([C:1]#[N:2])[CH:12]=[C:11]([C:13]2[CH:18]=[CH:17][CH:16]=[CH:15][CH:14]=2)[N:10]=1)([CH3:21])[CH3:20].